From a dataset of Full USPTO retrosynthesis dataset with 1.9M reactions from patents (1976-2016). Predict the reactants needed to synthesize the given product. The reactants are: Br[C:2]1[C:3]([C:25]2[CH:30]=[CH:29][N:28]=[CH:27][CH:26]=2)=[C:4]([C:17]2[CH:22]=[CH:21][C:20]([F:23])=[C:19]([F:24])[CH:18]=2)[N:5]([Si](C(C)C)(C(C)C)C(C)C)[CH:6]=1.[CH2:31]([O:33][C:34]1[CH:39]=[CH:38][C:37]([C@H:40]2[CH2:48][N:47]3[C@H:42]([CH2:43][C:44](=O)[CH2:45][CH2:46]3)[CH2:41]2)=[CH:36][CH:35]=1)[CH3:32].C(OCC)(=O)C.C(N)(C)C. Given the product [CH2:31]([O:33][C:34]1[CH:39]=[CH:38][C:37]([C@H:40]2[CH2:48][N:47]3[C@H:42]([CH:43]=[C:44]([C:2]4[C:3]([C:25]5[CH:30]=[CH:29][N:28]=[CH:27][CH:26]=5)=[C:4]([C:17]5[CH:22]=[CH:21][C:20]([F:23])=[C:19]([F:24])[CH:18]=5)[NH:5][CH:6]=4)[CH2:45][CH2:46]3)[CH2:41]2)=[CH:36][CH:35]=1)[CH3:32], predict the reactants needed to synthesize it.